From a dataset of HIV replication inhibition screening data with 41,000+ compounds from the AIDS Antiviral Screen. Binary Classification. Given a drug SMILES string, predict its activity (active/inactive) in a high-throughput screening assay against a specified biological target. The drug is Cn1c(N)c(C=NNC(=O)CC#N)c(=O)n(C)c1=O. The result is 0 (inactive).